The task is: Predict the product of the given reaction.. This data is from Forward reaction prediction with 1.9M reactions from USPTO patents (1976-2016). Given the reactants [Cl:1][C:2]1[CH:3]=[C:4]([S:22][CH:23]2[CH2:28][CH2:27][CH2:26][CH2:25][CH2:24]2)[C:5]([CH3:21])=[C:6]([CH:20]=1)[C:7]([NH:9][CH2:10][C:11]1[C:12](=[O:19])[NH:13][C:14]([CH3:18])=[CH:15][C:16]=1[CH3:17])=[O:8].C1C=C(Cl)C=C(C(OO)=[O:37])C=1, predict the reaction product. The product is: [Cl:1][C:2]1[CH:3]=[C:4]([S:22]([CH:23]2[CH2:28][CH2:27][CH2:26][CH2:25][CH2:24]2)=[O:37])[C:5]([CH3:21])=[C:6]([CH:20]=1)[C:7]([NH:9][CH2:10][C:11]1[C:12](=[O:19])[NH:13][C:14]([CH3:18])=[CH:15][C:16]=1[CH3:17])=[O:8].